Dataset: TCR-epitope binding with 47,182 pairs between 192 epitopes and 23,139 TCRs. Task: Binary Classification. Given a T-cell receptor sequence (or CDR3 region) and an epitope sequence, predict whether binding occurs between them. (1) The epitope is LPRRSGAAGA. The TCR CDR3 sequence is CASSPLLTTSAPDTQYF. Result: 1 (the TCR binds to the epitope). (2) The epitope is FPRPWLHGL. The TCR CDR3 sequence is CASRRGLAGSDTQYF. Result: 0 (the TCR does not bind to the epitope). (3) The epitope is IVTDFSVIK. The TCR CDR3 sequence is CASSPLIRGLNEKLFF. Result: 1 (the TCR binds to the epitope).